From a dataset of Peptide-MHC class I binding affinity with 185,985 pairs from IEDB/IMGT. Regression. Given a peptide amino acid sequence and an MHC pseudo amino acid sequence, predict their binding affinity value. This is MHC class I binding data. The peptide sequence is GVIYIMIISK. The MHC is HLA-A31:01 with pseudo-sequence HLA-A31:01. The binding affinity (normalized) is 0.149.